This data is from Forward reaction prediction with 1.9M reactions from USPTO patents (1976-2016). The task is: Predict the product of the given reaction. (1) The product is: [Cl:1][C:2]1[CH:3]=[C:4]([CH:9]2[CH2:10][N:11]([C:16]([CH:18]3[CH2:19][CH2:20][N:21]([C:24]([C:26]4([CH3:29])[CH2:27][CH2:28]4)=[O:25])[CH2:22][CH2:23]3)=[O:17])[CH2:12][CH:13]2[N:14]([CH3:15])[C:37]([C@H:34]2[CH2:33][CH2:32][C@@H:31]([OH:30])[CH2:36][CH2:35]2)=[O:39])[CH:5]=[CH:6][C:7]=1[Cl:8]. Given the reactants [Cl:1][C:2]1[CH:3]=[C:4]([CH:9]2[CH:13]([NH:14][CH3:15])[CH2:12][N:11]([C:16]([CH:18]3[CH2:23][CH2:22][N:21]([C:24]([C:26]4([CH3:29])[CH2:28][CH2:27]4)=[O:25])[CH2:20][CH2:19]3)=[O:17])[CH2:10]2)[CH:5]=[CH:6][C:7]=1[Cl:8].[OH:30][C@@H:31]1[CH2:36][CH2:35][C@H:34]([C:37]([OH:39])=O)[CH2:33][CH2:32]1, predict the reaction product. (2) Given the reactants [Br:1]N1C(=O)CCC1=O.[OH:9][C:10]1[CH:15]=[CH:14][C:13]([CH2:16][CH:17]([O:23][C:24]2[CH:29]=[CH:28][CH:27]=[CH:26][CH:25]=2)[C:18]([O:20][CH2:21][CH3:22])=[O:19])=[CH:12][CH:11]=1, predict the reaction product. The product is: [Br:1][C:15]1[CH:14]=[C:13]([CH2:16][CH:17]([O:23][C:24]2[CH:25]=[CH:26][CH:27]=[CH:28][CH:29]=2)[C:18]([O:20][CH2:21][CH3:22])=[O:19])[CH:12]=[CH:11][C:10]=1[OH:9]. (3) Given the reactants [NH2:1][CH2:2][C@H:3]1[N:8]([C:9]([C:11]2[N:12]=[C:13]([CH3:23])[S:14][C:15]=2[C:16]2[CH:17]=[C:18]([CH3:22])[CH:19]=[CH:20][CH:21]=2)=[O:10])[CH2:7][C@H:6]2[C@@H:4]1[CH2:5]2.[CH3:24][N:25]1[C:33]2[C:28](=[CH:29][CH:30]=[CH:31][CH:32]=2)[C:27]([C:34](O)=[O:35])=[CH:26]1, predict the reaction product. The product is: [CH3:23][C:13]1[S:14][C:15]([C:16]2[CH:17]=[C:18]([CH3:22])[CH:19]=[CH:20][CH:21]=2)=[C:11]([C:9]([N:8]2[CH2:7][C@H:6]3[C@H:4]([CH2:5]3)[C@H:3]2[CH2:2][NH:1][C:34]([C:27]2[C:28]3[C:33](=[CH:32][CH:31]=[CH:30][CH:29]=3)[N:25]([CH3:24])[CH:26]=2)=[O:35])=[O:10])[N:12]=1. (4) Given the reactants C(N)C1C=CC=CC=1.O1CC1COC1C2C3C(=CC=CC=3)NC=2C=CC=1.[CH3:27][O:28][C:29]1[C:34]([O:35][CH2:36][CH2:37][N:38]([CH2:46][CH:47]([OH:63])[CH2:48][O:49][C:50]2[C:55]3[C:56]4[C:61]([NH:62][C:54]=3[CH:53]=[CH:52][CH:51]=2)=[CH:60][CH:59]=[CH:58][CH:57]=4)CC2C=CC=CC=2)=[CH:33][CH:32]=[CH:31][CH:30]=1, predict the reaction product. The product is: [CH3:27][O:28][C:29]1[CH:30]=[CH:31][CH:32]=[CH:33][C:34]=1[O:35][CH2:36][CH2:37][NH:38][CH2:46][CH:47]([OH:63])[CH2:48][O:49][C:50]1[CH:51]=[CH:52][CH:53]=[C:54]2[NH:62][C:61]3[CH:60]=[CH:59][CH:58]=[CH:57][C:56]=3[C:55]=12. (5) Given the reactants [OH:1][CH2:2][C:3]1[CH:8]=[CH:7][C:6]([OH:9])=[CH:5][CH:4]=1.C(=O)([O-])[O-].[K+].[K+].Br[CH2:17][CH:18]1[CH2:21][CH2:20][CH2:19]1.O, predict the reaction product. The product is: [CH:18]1([CH2:17][O:9][C:6]2[CH:7]=[CH:8][C:3]([CH2:2][OH:1])=[CH:4][CH:5]=2)[CH2:21][CH2:20][CH2:19]1.